Dataset: Forward reaction prediction with 1.9M reactions from USPTO patents (1976-2016). Task: Predict the product of the given reaction. (1) Given the reactants [CH2:1]([O:3][CH:4]([CH2:8][C:9]1[CH:14]=[CH:13][C:12]([O:15][CH2:16][CH2:17][N:18]2[C:22]([C:23]3[CH:28]=[CH:27][C:26]([S:29][CH3:30])=[CH:25][CH:24]=3)=[CH:21][CH:20]=[C:19]2[CH3:31])=[CH:11][CH:10]=1)[C:5]([OH:7])=[O:6])[CH3:2].Cl.[OH-].[Na+].C([O-])(=O)C.[Ca+2:39].C([O-])(=O)C, predict the reaction product. The product is: [Ca+2:39].[CH2:1]([O:3][CH:4]([CH2:8][C:9]1[CH:10]=[CH:11][C:12]([O:15][CH2:16][CH2:17][N:18]2[C:22]([C:23]3[CH:24]=[CH:25][C:26]([S:29][CH3:30])=[CH:27][CH:28]=3)=[CH:21][CH:20]=[C:19]2[CH3:31])=[CH:13][CH:14]=1)[C:5]([O-:7])=[O:6])[CH3:2].[CH2:1]([O:3][CH:4]([CH2:8][C:9]1[CH:10]=[CH:11][C:12]([O:15][CH2:16][CH2:17][N:18]2[C:22]([C:23]3[CH:24]=[CH:25][C:26]([S:29][CH3:30])=[CH:27][CH:28]=3)=[CH:21][CH:20]=[C:19]2[CH3:31])=[CH:13][CH:14]=1)[C:5]([O-:7])=[O:6])[CH3:2]. (2) The product is: [Cl:1][C:2]1[CH:3]=[C:4]([F:31])[C:5]([N:8]2[CH2:9][CH2:10][CH:11]([N:14]3[CH2:18][CH2:17][C@H:16]([O:19][C:20]4[CH:28]=[CH:27][C:23]([C:24]([N:65]5[CH2:69][CH2:68][C@H:67]([OH:70])[CH2:66]5)=[O:25])=[CH:22][C:21]=4[F:29])[C:15]3=[O:30])[CH2:12][CH2:13]2)=[N:6][CH:7]=1. Given the reactants [Cl:1][C:2]1[CH:3]=[C:4]([F:31])[C:5]([N:8]2[CH2:13][CH2:12][CH:11]([N:14]3[CH2:18][CH2:17][C@H:16]([O:19][C:20]4[CH:28]=[CH:27][C:23]([C:24](O)=[O:25])=[CH:22][C:21]=4[F:29])[C:15]3=[O:30])[CH2:10][CH2:9]2)=[N:6][CH:7]=1.CN(C(ON1N=NC2C=CC=NC1=2)=[N+](C)C)C.F[P-](F)(F)(F)(F)F.C(N(C(C)C)C(C)C)C.[NH:65]1[CH2:69][CH2:68][C@H:67]([OH:70])[CH2:66]1, predict the reaction product. (3) Given the reactants [N:1]1[CH:6]=[CH:5][CH:4]=[C:3]([C:7]2[S:8][C:9]([C:16]([OH:18])=O)=[C:10]([C:12]([F:15])([F:14])[F:13])[N:11]=2)[CH:2]=1.S(Cl)(Cl)=O.[CH3:23][S:24][CH2:25][CH2:26][NH2:27].C(N(CC)CC)C, predict the reaction product. The product is: [CH3:23][S:24][CH2:25][CH2:26][NH:27][C:16]([C:9]1[S:8][C:7]([C:3]2[CH:2]=[N:1][CH:6]=[CH:5][CH:4]=2)=[N:11][C:10]=1[C:12]([F:13])([F:14])[F:15])=[O:18]. (4) Given the reactants CS[C:3]([N:7]1[CH2:11][CH:10]([CH2:12][CH3:13])[CH:9]=[N:8]1)=[N:4][CH2:5][CH3:6].[N:14]1([S:20]([NH2:23])(=[O:22])=[O:21])[CH2:19][CH2:18][CH2:17][CH2:16][CH2:15]1, predict the reaction product. The product is: [CH2:5]([NH:4][C:3]([N:7]1[CH2:11][CH:10]([CH2:12][CH3:13])[CH:9]=[N:8]1)=[N:23][S:20]([N:14]1[CH2:19][CH2:18][CH2:17][CH2:16][CH2:15]1)(=[O:22])=[O:21])[CH3:6]. (5) Given the reactants [NH2:1][C:2]1[N:6]=[CH:5][NH:4][N:3]=1.O=[C:8]([C:16]([F:19])([F:18])[F:17])[CH:9]([CH2:13][CH2:14][CH3:15])[C:10]([O-])=[O:11], predict the reaction product. The product is: [OH:11][C:10]1[N:3]2[N:4]=[CH:5][N:6]=[C:2]2[N:1]=[C:8]([C:16]([F:17])([F:18])[F:19])[C:9]=1[CH2:13][CH2:14][CH3:15]. (6) Given the reactants [OH:1][CH2:2][C:3]1[CH:26]=[CH:25][C:6]([CH2:7][NH:8][C:9](=[O:24])[CH2:10][CH2:11][C:12]2[CH:17]=[CH:16][C:15]([O:18][CH2:19][C:20]#[CH:21])=[C:14]([O:22][CH3:23])[CH:13]=2)=[CH:5][CH:4]=1.C(N(CC)CC)C.O1CCCC1.[CH3:39][S:40](Cl)(=[O:42])=[O:41], predict the reaction product. The product is: [CH3:39][S:40]([O:1][CH2:2][C:3]1[CH:4]=[CH:5][C:6]([CH2:7][NH:8][C:9](=[O:24])[CH2:10][CH2:11][C:12]2[CH:17]=[CH:16][C:15]([O:18][CH2:19][C:20]#[CH:21])=[C:14]([O:22][CH3:23])[CH:13]=2)=[CH:25][CH:26]=1)(=[O:42])=[O:41]. (7) Given the reactants C(=O)(O)[O-].[Na+].Cl[C:7]1[CH:15]=[C:14]2[C:10]([CH:11]=[N:12][N:13]2[S:16]([C:19]2[CH:24]=[CH:23][CH:22]=[CH:21][CH:20]=2)(=[O:18])=[O:17])=[C:9]([C:25]2[O:26][C:27]([CH2:30][N:31]3[CH2:36][CH2:35][N:34]([CH:37]([CH3:39])[CH3:38])[CH2:33][CH2:32]3)=[CH:28][N:29]=2)[CH:8]=1.CC1(C)C(C)(C)OB([C:48]2[CH:56]=[CH:55][CH:54]=[C:53]3[C:49]=2[CH:50]=[CH:51][NH:52]3)O1, predict the reaction product. The product is: [NH:52]1[C:53]2[C:49](=[C:48]([C:7]3[CH:15]=[C:14]4[C:10]([CH:11]=[N:12][N:13]4[S:16]([C:19]4[CH:20]=[CH:21][CH:22]=[CH:23][CH:24]=4)(=[O:17])=[O:18])=[C:9]([C:25]4[O:26][C:27]([CH2:30][N:31]5[CH2:36][CH2:35][N:34]([CH:37]([CH3:38])[CH3:39])[CH2:33][CH2:32]5)=[CH:28][N:29]=4)[CH:8]=3)[CH:56]=[CH:55][CH:54]=2)[CH:50]=[CH:51]1. (8) Given the reactants Br[C:2]1[CH:3]=[C:4]([CH:30]=[C:31]([CH2:33][O:34][CH3:35])[CH:32]=1)[O:5][CH2:6][CH2:7][CH2:8][CH2:9][CH2:10][CH2:11][C:12]1[C:13]([CH2:25][CH2:26][C:27]([OH:29])=[O:28])=[C:14]([CH:22]=[CH:23][CH:24]=1)[O:15][CH2:16][CH2:17][CH2:18][C:19]([OH:21])=[O:20].[F:36][C:37]1[CH:38]=[C:39](B(O)O)[CH:40]=[CH:41][C:42]=1[F:43].C(=O)([O-])[O-].[Cs+].[Cs+], predict the reaction product. The product is: [C:27]([CH2:26][CH2:25][C:13]1[C:12]([CH2:11][CH2:10][CH2:9][CH2:8][CH2:7][CH2:6][O:5][C:4]2[CH:3]=[C:2]([C:40]3[CH:39]=[CH:38][C:37]([F:36])=[C:42]([F:43])[CH:41]=3)[CH:32]=[C:31]([CH2:33][O:34][CH3:35])[CH:30]=2)=[CH:24][CH:23]=[CH:22][C:14]=1[O:15][CH2:16][CH2:17][CH2:18][C:19]([OH:21])=[O:20])([OH:29])=[O:28]. (9) Given the reactants [C:1]([C:3]1[CH:4]=[C:5]([NH:9][C:10](=O)[C:11](F)(F)F)[CH:6]=[CH:7][CH:8]=1)#[N:2].C([O-])([O-])=O.[K+].[K+].C(I)C.CO, predict the reaction product. The product is: [CH2:10]([NH:9][C:5]1[CH:4]=[C:3]([CH:8]=[CH:7][CH:6]=1)[C:1]#[N:2])[CH3:11]. (10) Given the reactants [C:1]([C:3]1[S:4][C:5]2[CH:11]=[C:10]([NH:12][C:13](=[O:19])[CH2:14][CH2:15][C:16]([OH:18])=O)[CH:9]=[CH:8][C:6]=2[N:7]=1)#[N:2].[NH2:20][CH2:21][CH2:22][CH2:23][O:24][CH2:25][CH2:26][O:27][CH2:28][CH2:29][O:30][CH2:31][CH2:32][CH2:33][NH:34][C:35](=[O:41])[O:36][C:37]([CH3:40])([CH3:39])[CH3:38].CCN=C=NCCCN(C)C, predict the reaction product. The product is: [C:1]([C:3]1[S:4][C:5]2[CH:11]=[C:10]([NH:12][C:13](=[O:19])[CH2:14][CH2:15][C:16](=[O:18])[NH:20][CH2:21][CH2:22][CH2:23][O:24][CH2:25][CH2:26][O:27][CH2:28][CH2:29][O:30][CH2:31][CH2:32][CH2:33][NH:34][C:35](=[O:41])[O:36][C:37]([CH3:39])([CH3:38])[CH3:40])[CH:9]=[CH:8][C:6]=2[N:7]=1)#[N:2].